From a dataset of Catalyst prediction with 721,799 reactions and 888 catalyst types from USPTO. Predict which catalyst facilitates the given reaction. (1) Reactant: [Cl:1][C:2]1[C:7]([O:8][CH3:9])=[CH:6][C:5]([O:10][CH3:11])=[C:4]([Cl:12])[C:3]=1[N:13]=[C:14]=[O:15].[CH2:16]([N:18]1[CH2:23][CH2:22][N:21]([C:24]2[CH:29]=[CH:28][C:27]([NH:30][C:31]3[CH:36]=[C:35]([NH:37][CH3:38])[N:34]=[CH:33][N:32]=3)=[CH:26][CH:25]=2)[CH2:20][CH2:19]1)[CH3:17]. Product: [Cl:1][C:2]1[C:7]([O:8][CH3:9])=[CH:6][C:5]([O:10][CH3:11])=[C:4]([Cl:12])[C:3]=1[NH:13][C:14](=[O:15])[N:37]([C:35]1[CH:36]=[C:31]([NH:30][C:27]2[CH:26]=[CH:25][C:24]([N:21]3[CH2:20][CH2:19][N:18]([CH2:16][CH3:17])[CH2:23][CH2:22]3)=[CH:29][CH:28]=2)[N:32]=[CH:33][N:34]=1)[CH3:38]. The catalyst class is: 11. (2) Reactant: [C:1]1([CH3:10])[CH:6]=[C:5]([CH3:7])[CH:4]=[C:3]([CH3:8])[C:2]=1[NH2:9].[CH3:11][O:12][CH:13]([O:16][CH3:17])[CH:14]=O.[O-]S([O-])(=O)=O.[Mg+2]. Product: [CH3:11][O:12][CH:13]([O:16][CH3:17])[CH2:14][NH:9][C:2]1[C:3]([CH3:8])=[CH:4][C:5]([CH3:7])=[CH:6][C:1]=1[CH3:10].[CH3:11][O:12][CH:13]([O:16][CH3:17])[CH:14]=[N:9][C:2]1[C:3]([CH3:8])=[CH:4][C:5]([CH3:7])=[CH:6][C:1]=1[CH3:10]. The catalyst class is: 4. (3) Reactant: [CH3:1][C:2]1[CH:10]=[CH:9][C:8]2[N:7]([CH2:11][CH2:12][C:13]3[CH:14]=[N:15][C:16]([CH3:19])=[CH:17][CH:18]=3)[C:6]3[CH2:20][CH2:21][NH:22][CH2:23][C:5]=3[C:4]=2[CH:3]=1.[C:24](#[N:27])[CH:25]=[CH2:26].N([O-])=O.[NH4+].C([O-])(O)=O.[Na+]. Product: [CH3:1][C:2]1[CH:10]=[CH:9][C:8]2[N:7]([CH2:11][CH2:12][C:13]3[CH:14]=[N:15][C:16]([CH3:19])=[CH:17][CH:18]=3)[C:6]3[CH2:20][CH2:21][N:22]([CH2:26][CH2:25][C:24]#[N:27])[CH2:23][C:5]=3[C:4]=2[CH:3]=1. The catalyst class is: 6. (4) Reactant: [CH3:1][C:2]1[N:3]=[C:4]([C@@H:7]2[CH2:11][CH2:10][CH2:9][N:8]2[C:12]([O:14][C:15]([CH3:18])([CH3:17])[CH3:16])=[O:13])[NH:5][CH:6]=1.[I:19]N1C(=O)CCC1=O.O. Product: [I:19][C:6]1[NH:5][C:4]([C@@H:7]2[CH2:11][CH2:10][CH2:9][N:8]2[C:12]([O:14][C:15]([CH3:18])([CH3:17])[CH3:16])=[O:13])=[N:3][C:2]=1[CH3:1]. The catalyst class is: 2. (5) Reactant: C(O[CH:4]1[O:17][CH2:16][CH:15]2[CH:6]([O:7][C:8]3[CH:9]=[C:10]([F:21])[C:11]([O:19][CH3:20])=[CH:12][C:13]=3[C:14]2=[O:18])[CH2:5]1)C.C([SiH](CC)CC)C.B(F)(F)F. Product: [F:21][C:10]1[C:11]([O:19][CH3:20])=[CH:12][C:13]2[C:14](=[O:18])[CH:15]3[CH2:16][O:17][CH2:4][CH2:5][CH:6]3[O:7][C:8]=2[CH:9]=1. The catalyst class is: 91. (6) Reactant: [C:1]1([CH:7]=[CH:8][C:9]2[CH:10]=[C:11]([OH:19])[C:12]([CH:16]([CH3:18])[CH3:17])=[C:13]([OH:15])[CH:14]=2)[CH:6]=[CH:5][CH:4]=[CH:3][CH:2]=1.C(N([CH2:25][CH3:26])CC)C.[C:27](Cl)(=[O:29])[CH3:28].[OH2:31]. Product: [C:27]([O:19][C:11]1[CH:10]=[C:9]([CH:8]=[CH:7][C:1]2[CH:2]=[CH:3][CH:4]=[CH:5][CH:6]=2)[CH:14]=[C:13]([O:15][C:25](=[O:31])[CH3:26])[C:12]=1[CH:16]([CH3:17])[CH3:18])(=[O:29])[CH3:28]. The catalyst class is: 4.